Dataset: Full USPTO retrosynthesis dataset with 1.9M reactions from patents (1976-2016). Task: Predict the reactants needed to synthesize the given product. (1) Given the product [N:24]1[N:28]2[CH:29]=[CH:30][CH:31]=[CH:32][C:27]2=[C:26]([CH2:33][NH:1][C:2]2[CH:3]=[C:4]3[C:9](=[C:10]([Cl:12])[CH:11]=2)[N:8]=[CH:7][C:6]([C:13]#[N:14])=[C:5]3[NH:15][C:16]2[CH:21]=[CH:20][C:19]([F:22])=[C:18]([Cl:23])[CH:17]=2)[N:25]=1, predict the reactants needed to synthesize it. The reactants are: [NH2:1][C:2]1[CH:3]=[C:4]2[C:9](=[C:10]([Cl:12])[CH:11]=1)[N:8]=[CH:7][C:6]([C:13]#[N:14])=[C:5]2[NH:15][C:16]1[CH:21]=[CH:20][C:19]([F:22])=[C:18]([Cl:23])[CH:17]=1.[N:24]1[N:28]2[CH:29]=[CH:30][CH:31]=[CH:32][C:27]2=[C:26]([CH:33]=O)[N:25]=1.[BH3-]C#N.[Na+]. (2) Given the product [N:1]1[CH:6]=[CH:5][CH:4]=[C:3]([O:7][CH2:8][C:9]([NH2:10])=[O:12])[CH:2]=1, predict the reactants needed to synthesize it. The reactants are: [N:1]1[CH:6]=[CH:5][CH:4]=[C:3]([O:7][CH2:8][C:9]#[N:10])[CH:2]=1.C([O-])([O-])=[O:12].[K+].[K+].CS(C)=O.OO.